Task: Predict the product of the given reaction.. Dataset: Forward reaction prediction with 1.9M reactions from USPTO patents (1976-2016) Given the reactants [CH3:1][O:2][C:3]1[CH:4]=[C:5]([N:9]2[C:13]3[N:14]=[C:15]([CH3:21])[CH:16]=[C:17]([C:18]([OH:20])=O)[C:12]=3[C:11]([CH3:22])=[N:10]2)[CH:6]=[CH:7][CH:8]=1.[CH3:23][C:24]1[C:29]([NH2:30])=[C:28]([CH3:31])[CH:27]=[CH:26][N:25]=1.N1C=CC=CC=1.P(Cl)(Cl)(Cl)=O, predict the reaction product. The product is: [CH3:23][C:24]1[C:29]([NH:30][C:18]([C:17]2[C:12]3[C:11]([CH3:22])=[N:10][N:9]([C:5]4[CH:6]=[CH:7][CH:8]=[C:3]([O:2][CH3:1])[CH:4]=4)[C:13]=3[N:14]=[C:15]([CH3:21])[CH:16]=2)=[O:20])=[C:28]([CH3:31])[CH:27]=[CH:26][N:25]=1.